Task: Predict the product of the given reaction.. Dataset: Forward reaction prediction with 1.9M reactions from USPTO patents (1976-2016) (1) Given the reactants CO[C:3]1[CH:8]=[CH:7][C:6]([NH:9][C:10](=[O:14])[CH:11]([CH3:13])[CH3:12])=[CH:5][C:4]=1[CH:15]1[CH2:20][CH2:19][NH:18][CH2:17][CH2:16]1.N1C=CC=CC1C([O-])=[O:28].BrC1C=CC(O)=C([N+]([O-])=O)C=1.C(Cl)(=O)C(C)C, predict the reaction product. The product is: [OH:28][C:7]1[CH:8]=[CH:3][C:4]([CH:15]2[CH2:20][CH2:19][NH:18][CH2:17][CH2:16]2)=[CH:5][C:6]=1[NH:9][C:10](=[O:14])[CH:11]([CH3:13])[CH3:12]. (2) Given the reactants [Cl:1][C:2]1[CH:7]=[CH:6][C:5]([NH:8][C:9](=[O:15])[O:10][C:11]([CH3:14])([CH3:13])[CH3:12])=[C:4]([C:16]2[CH:24]=[C:23]3[N:19]([CH:20]([C:25](=O)[CH2:26]P(OC)(OC)=O)[CH2:21][CH2:22]3)[C:18](=[O:34])[CH:17]=2)[CH:3]=1.C(=O)([O-])[O-].[K+].[K+].C([O:43][C:44](=O)[C:45]([C:47]1[CH:52]=[CH:51][C:50]([N+:53]([O-:55])=[O:54])=[CH:49][CH:48]=1)=O)C.O.[NH2:58][NH2:59].Cl, predict the reaction product. The product is: [Cl:1][C:2]1[CH:7]=[CH:6][C:5]([NH:8][C:9](=[O:15])[O:10][C:11]([CH3:13])([CH3:14])[CH3:12])=[C:4]([C:16]2[CH:24]=[C:23]3[N:19]([CH:20]([C:25]4[CH:26]=[C:45]([C:47]5[CH:52]=[CH:51][C:50]([N+:53]([O-:55])=[O:54])=[CH:49][CH:48]=5)[C:44](=[O:43])[NH:59][N:58]=4)[CH2:21][CH2:22]3)[C:18](=[O:34])[CH:17]=2)[CH:3]=1. (3) Given the reactants [CH3:1][N+:2]([O-:4])=[O:3].[CH3:5][O:6][C:7](=[O:28])[CH2:8][CH2:9][CH2:10][O:11][C:12]1[CH:17]=[CH:16][CH:15]=[C:14](C=O)[C:13]=1[B:20]1[O:25][CH2:24]C(C)(C)C[O:21]1.[OH-].[Na+].Cl.[CH3:32]C#N, predict the reaction product. The product is: [CH2:5]([O:6][C:7](=[O:28])[CH2:8][CH2:9][CH2:10][O:11][C:12]1[C:13]2[B:20]([OH:21])[O:25][CH:24]([CH2:1][N+:2]([O-:4])=[O:3])[C:14]=2[CH:15]=[CH:16][CH:17]=1)[CH3:32]. (4) Given the reactants [Cl:1][C:2]1[CH:7]=[C:6]([Cl:8])[CH:5]=[C:4]([Cl:9])[C:3]=1[S:10](Cl)(=[O:12])=[O:11].[NH2:14][C:15]1[CH:16]=[C:17]([C:21]2[NH:25][N:24]=[N:23][N:22]=2)[CH:18]=[CH:19][CH:20]=1, predict the reaction product. The product is: [Cl:1][C:2]1[CH:7]=[C:6]([Cl:8])[CH:5]=[C:4]([Cl:9])[C:3]=1[S:10]([NH:14][C:15]1[CH:20]=[CH:19][CH:18]=[C:17]([C:21]2[NH:25][N:24]=[N:23][N:22]=2)[CH:16]=1)(=[O:12])=[O:11]. (5) Given the reactants [F:1][C:2]1[CH:3]=[CH:4][C:5]([C:8]#[N:9])=[N:6][CH:7]=1.C1C=C(Cl)C=C(C(OO)=[O:18])C=1.S([O-])([O-])=O.[Na+].[Na+], predict the reaction product. The product is: [C:8]([C:5]1[CH:4]=[CH:3][C:2]([F:1])=[CH:7][N+:6]=1[O-:18])#[N:9].